Task: Predict which catalyst facilitates the given reaction.. Dataset: Catalyst prediction with 721,799 reactions and 888 catalyst types from USPTO (1) Reactant: [CH3:1][C:2]1([CH3:19])[C:6]([CH3:8])([CH3:7])[O:5][B:4]([C:9]2[CH:10]=[N:11][N:12]([CH:14]([CH3:18])[C:15](=[O:17])[CH3:16])[CH:13]=2)[O:3]1.[CH3:20][Mg+].[Br-]. Product: [CH3:16][C:15]([OH:17])([CH:14]([N:12]1[CH:13]=[C:9]([B:4]2[O:5][C:6]([CH3:7])([CH3:8])[C:2]([CH3:19])([CH3:1])[O:3]2)[CH:10]=[N:11]1)[CH3:18])[CH3:20]. The catalyst class is: 220. (2) Reactant: [Cl:1][C:2]1[CH:3]=[C:4]([C:17]2[N:21]([CH2:22][O:23][CH2:24][CH2:25][Si:26]([CH3:29])([CH3:28])[CH3:27])[C:20]3[CH:30]=[C:31](C=O)[CH:32]=[CH:33][C:19]=3[N:18]=2)[C:5](=[O:16])[N:6]([CH2:8][O:9][CH2:10][CH2:11][Si:12]([CH3:15])([CH3:14])[CH3:13])[N:7]=1.[CH3:36][N:37]1[CH2:42][CH2:41][NH:40][CH2:39][CH2:38]1.[C:43](O[BH-](OC(=O)C)OC(=O)C)(=O)C.[Na+].C([O-])(O)=O.[Na+].C(=O)=O. Product: [Cl:1][C:2]1[CH:3]=[C:4]([C:17]2[N:21]([CH2:22][O:23][CH2:24][CH2:25][Si:26]([CH3:28])([CH3:27])[CH3:29])[C:20]3[CH:30]=[C:31]([CH2:36][N:37]4[CH2:42][CH2:41][N:40]([CH3:43])[CH2:39][CH2:38]4)[CH:32]=[CH:33][C:19]=3[N:18]=2)[C:5](=[O:16])[N:6]([CH2:8][O:9][CH2:10][CH2:11][Si:12]([CH3:14])([CH3:15])[CH3:13])[N:7]=1. The catalyst class is: 411. (3) Reactant: C1OCCOCCOCCOCCOCCOC1.[CH3:19][O:20][C:21]([CH2:23]P(=O)(OCC(F)(F)F)OCC(F)(F)F)=[O:22].C[Si]([N-][Si](C)(C)C)(C)C.[K+].[CH:48]([C:50]1[CH:61]=[CH:60][CH:59]=[C:58]([C:62]([F:65])([F:64])[F:63])[C:51]=1[C:52]([O:54][CH:55]([CH3:57])[CH3:56])=[O:53])=O. Product: [CH3:19][O:20][C:21](=[O:22])/[CH:23]=[CH:48]\[C:50]1[CH:61]=[CH:60][CH:59]=[C:58]([C:62]([F:65])([F:64])[F:63])[C:51]=1[C:52]([O:54][CH:55]([CH3:57])[CH3:56])=[O:53]. The catalyst class is: 182. (4) Reactant: [Cl:1][C:2]1[CH:7]=[CH:6][C:5]([C:8]2[N:12]([CH2:13][C:14]3[CH:19]=[CH:18][CH:17]=[CH:16][C:15]=3[F:20])[C:11](=[O:21])[N:10]([CH2:22][C:23](O)=[O:24])[N:9]=2)=[CH:4][CH:3]=1.C(Cl)CCl.C1C=CC2N(O)N=NC=2C=1.[NH2:40][C:41]([C:46]1[CH:51]=[CH:50][CH:49]=[C:48]([C:52]([F:55])([F:54])[F:53])[CH:47]=1)([CH3:45])[C:42]([NH2:44])=[O:43]. Product: [Cl:1][C:2]1[CH:7]=[CH:6][C:5]([C:8]2[N:12]([CH2:13][C:14]3[CH:19]=[CH:18][CH:17]=[CH:16][C:15]=3[F:20])[C:11](=[O:21])[N:10]([CH2:22][C:23]([NH:40][C:41]([C:46]3[CH:51]=[CH:50][CH:49]=[C:48]([C:52]([F:53])([F:54])[F:55])[CH:47]=3)([CH3:45])[C:42]([NH2:44])=[O:43])=[O:24])[N:9]=2)=[CH:4][CH:3]=1. The catalyst class is: 3. (5) The catalyst class is: 127. Product: [NH2:1][C:2]1[CH:7]=[CH:6][CH:5]=[CH:4][C:3]=1[C:8]1[C:9]([C:14]([N:16]2[CH2:21][CH2:20][C:19]([CH2:23][N:24]3[C:29](=[O:30])[C:28]4[CH:31]=[N:32][N:33]([C:34]5[CH:39]=[CH:38][C:37]([C:42]#[CH:43])=[CH:36][CH:35]=5)[C:27]=4[N:26]=[CH:25]3)([OH:22])[CH2:18][CH2:17]2)=[O:15])=[CH:10][CH:11]=[CH:12][CH:13]=1. Reactant: [NH2:1][C:2]1[CH:7]=[CH:6][CH:5]=[CH:4][C:3]=1[C:8]1[C:9]([C:14]([N:16]2[CH2:21][CH2:20][C:19]([CH2:23][N:24]3[C:29](=[O:30])[C:28]4[CH:31]=[N:32][N:33]([C:34]5[CH:39]=[CH:38][C:37](Br)=[CH:36][CH:35]=5)[C:27]=4[N:26]=[CH:25]3)([OH:22])[CH2:18][CH2:17]2)=[O:15])=[CH:10][CH:11]=[CH:12][CH:13]=1.Br[C:42]1C=CC(N2C3N=CN(CC4(O)CCNCC4)C(=O)C=3C=N2)=C[CH:43]=1.NC1C=CC=CC=1C1C=CC(C(O)=O)=CC=1.C([Sn](CCCC)(CCCC)C#C)CCC.C1(P(C2CCCCC2)C2C=CC=CC=2C2C(C(C)C)=CC(C(C)C)=CC=2C(C)C)CCCCC1. (6) Reactant: Cl.[NH2:2][C@@H:3]([CH2:7][CH2:8][S:9][CH3:10])[C:4](=[O:6])[CH3:5].[F:11][C:12]([F:40])([F:39])[C@@H:13]([NH:30][C@H:31]([C:36](O)=[O:37])[CH2:32][CH:33]([CH3:35])[CH3:34])[C:14]1[CH:19]=[CH:18][C:17]([C:20]2[CH:25]=[CH:24][C:23]([S:26]([CH3:29])(=[O:28])=[O:27])=[CH:22][CH:21]=2)=[CH:16][CH:15]=1.F[P-](F)(F)(F)(F)F.N1(OC(N(C)C)=[N+](C)C)C2N=CC=CC=2N=N1.C(N(CC)CC)C. Product: [CH3:10][S:9][CH2:8][CH2:7][C@H:3]([NH:2][C:36](=[O:37])[C@H:31]([CH2:32][CH:33]([CH3:34])[CH3:35])[NH:30][C@@H:13]([C:14]1[CH:15]=[CH:16][C:17]([C:20]2[CH:25]=[CH:24][C:23]([S:26]([CH3:29])(=[O:27])=[O:28])=[CH:22][CH:21]=2)=[CH:18][CH:19]=1)[C:12]([F:39])([F:40])[F:11])[C:4](=[O:6])[CH3:5]. The catalyst class is: 3. (7) Reactant: FC1C=CC([N:8](CC2C=CC=CN=2)[C:9](=O)[C:10]2[CH:15]=[CH:14][C:13](Cl)=[N:12][CH:11]=2)=CC=1.[SH2:25].[Na]. Product: [C:9]([NH2:8])(=[S:25])[C:10]1[CH:15]=[CH:14][CH:13]=[N:12][CH:11]=1. The catalyst class is: 42. (8) Reactant: [Cl:1][C:2]1[CH:7]=[CH:6][C:5]([SH:8])=[CH:4][CH:3]=1.S(Cl)([Cl:12])(=O)=O. Product: [Cl:1][C:2]1[CH:7]=[CH:6][C:5]([S:8][Cl:12])=[CH:4][CH:3]=1. The catalyst class is: 53. (9) Reactant: [F:1][C:2]1([F:24])[CH2:7][CH2:6][CH:5]([CH2:8][NH:9][C:10]([C:12]2[C:13]3[CH:14]=[CH:15][C:16](Cl)=[N:17][C:18]=3[CH:19]=[CH:20][C:21]=2[Cl:22])=[O:11])[CH2:4][CH2:3]1.C(=O)([O-])[O-].[Cs+].[Cs+].CC1(C)C(C)(C)OB([C:39]2[CH2:40][CH2:41][O:42][CH2:43][CH:44]=2)O1. Product: [F:1][C:2]1([F:24])[CH2:7][CH2:6][CH:5]([CH2:8][NH:9][C:10]([C:12]2[C:13]3[CH:14]=[CH:15][C:16]([C:39]4[CH2:44][CH2:43][O:42][CH2:41][CH:40]=4)=[N:17][C:18]=3[CH:19]=[CH:20][C:21]=2[Cl:22])=[O:11])[CH2:4][CH2:3]1. The catalyst class is: 73.